This data is from Reaction yield outcomes from USPTO patents with 853,638 reactions. The task is: Predict the reaction yield, written as a fraction of the theoretical maximum amount of product (1.0 means a 100% yield; for example, 0.34 means a 34% yield). (1) The reactants are Br[CH2:2][C:3]([C:5]1[CH:12]=[CH:11][C:8]([C:9]#[N:10])=[CH:7][CH:6]=1)=O.[OH:13][CH2:14][CH2:15][NH:16][C:17]([NH2:19])=[S:18]. The catalyst is C(O)C. The product is [OH:13][CH2:14][CH2:15][NH:16][C:17]1[S:18][CH:2]=[C:3]([C:5]2[CH:12]=[CH:11][C:8]([C:9]#[N:10])=[CH:7][CH:6]=2)[N:19]=1. The yield is 0.390. (2) The reactants are [Cl:1][C:2]1[CH:10]=[C:9]2[C:5]([CH:6]=[CH:7][NH:8]2)=[CH:4][N:3]=1.S(C)C.C1COCC1. The catalyst is CO. The product is [Cl:1][C:2]1[N:3]=[CH:4][C:5]2[CH2:6][CH2:7][NH:8][C:9]=2[CH:10]=1. The yield is 0.410.